This data is from Forward reaction prediction with 1.9M reactions from USPTO patents (1976-2016). The task is: Predict the product of the given reaction. (1) Given the reactants [CH2:1]([N:8]1[C:12]2=[C:13]([N:18]3[CH2:27][CH2:26][C:25]4[C:20](=[CH:21][CH:22]=[CH:23][CH:24]=4)[CH2:19]3)[N:14]=[C:15]([Cl:17])[CH:16]=[C:11]2[C:10]([CH3:28])=[C:9]1[CH3:29])[C:2]1[CH:7]=[CH:6][CH:5]=[CH:4][CH:3]=1.[C:30]1(P(C2C=CC=CC=2)C2C=CC=CC=2)C=CC=C[CH:31]=1.C#C.C[SiH](C)C.C(N(CC)CC)C, predict the reaction product. The product is: [ClH:17].[CH2:1]([N:8]1[C:12]2=[C:13]([N:18]3[CH2:27][CH2:26][C:25]4[C:20](=[CH:21][CH:22]=[CH:23][CH:24]=4)[CH2:19]3)[N:14]=[C:15]([C:30]#[CH:31])[CH:16]=[C:11]2[C:10]([CH3:28])=[C:9]1[CH3:29])[C:2]1[CH:7]=[CH:6][CH:5]=[CH:4][CH:3]=1. (2) Given the reactants [CH:1](=[O:8])[C:2]1[CH:7]=[CH:6][CH:5]=[CH:4][CH:3]=1.[F:9][C:10]1[CH:15]=[CH:14][C:13]([Mg]Br)=[CH:12][CH:11]=1.Cl, predict the reaction product. The product is: [F:9][C:10]1[CH:15]=[CH:14][C:13]([CH:1]([C:2]2[CH:7]=[CH:6][CH:5]=[CH:4][CH:3]=2)[OH:8])=[CH:12][CH:11]=1.